Dataset: Full USPTO retrosynthesis dataset with 1.9M reactions from patents (1976-2016). Task: Predict the reactants needed to synthesize the given product. (1) Given the product [C:18]12([CH2:28][C:29]([NH:1][N:2]3[C:7](=[O:8])[C:6]4[CH:9]=[C:10]([C:12]5[CH:17]=[CH:16][CH:15]=[CH:14][CH:13]=5)[S:11][C:5]=4[N:4]=[CH:3]3)=[O:30])[CH2:25][CH:24]3[CH2:23][CH:22]([CH2:21][CH:20]([CH2:26]3)[CH2:19]1)[CH2:27]2, predict the reactants needed to synthesize it. The reactants are: [NH2:1][N:2]1[C:7](=[O:8])[C:6]2[CH:9]=[C:10]([C:12]3[CH:17]=[CH:16][CH:15]=[CH:14][CH:13]=3)[S:11][C:5]=2[N:4]=[CH:3]1.[C:18]12([CH2:28][C:29](Cl)=[O:30])[CH2:27][CH:22]3[CH2:23][CH:24]([CH2:26][CH:20]([CH2:21]3)[CH2:19]1)[CH2:25]2. (2) The reactants are: [C:1]([C:3]1[CH:4]=[C:5]([NH:9][C:10](=[O:13])[CH2:11][CH3:12])[CH:6]=[CH:7][CH:8]=1)#[N:2].[F:14][C:15]1[CH:22]=[CH:21][C:18]([CH2:19]Br)=[CH:17][CH:16]=1. Given the product [C:1]([C:3]1[CH:4]=[C:5]([N:9]([CH2:19][C:18]2[CH:21]=[CH:22][C:15]([F:14])=[CH:16][CH:17]=2)[C:10](=[O:13])[CH2:11][CH3:12])[CH:6]=[CH:7][CH:8]=1)#[N:2], predict the reactants needed to synthesize it. (3) The reactants are: [C:12](NC(N[C:12]([O:14][C:15]([CH3:18])([CH3:17])C)=O)=S)([O:14][C:15](C)([CH3:18])[CH3:17])=O.F[C:20](F)(F)[C:21](O)=O.C(OC1C=CC(CC(NC[CH2:45][CH2:46][CH2:47][C@H:48]([NH:62][C:63]([NH2:65])=[NH:64])[CH2:49][NH:50][C:51]([C:53]2[C:58]([NH2:59])=[N:57][C:56]([NH2:60])=[C:55]([Cl:61])[N:54]=2)=[O:52])=O)=CC=1)C1C=CC=CC=1.C1N=CN(C(N2C=NC=C2)=O)C=1.[CH2:78](O)[C:79](N)([CH2:82]O)[CH2:80]O.Cl. Given the product [ClH:61].[CH3:12][O:14][C:15]1[CH:17]=[CH:80][C:79]([CH2:82][CH2:20][CH2:21][N:62]([C@@H:48]([CH2:47][CH2:46][CH3:45])[CH2:49][NH:50][C:51]([C:53]2[C:58]([NH2:59])=[N:57][C:56]([NH2:60])=[C:55]([Cl:61])[N:54]=2)=[O:52])[C:63]([NH2:65])=[NH:64])=[CH:78][CH:18]=1, predict the reactants needed to synthesize it. (4) The reactants are: [H-].[Na+].[CH:3]([N:6]1[CH2:27][CH2:26][C:9]2[NH:10][C:11]3[CH:12]=[CH:13][C:14]([C:17]([N:19]4[CH2:24][CH2:23][CH:22]([CH3:25])[CH2:21][CH2:20]4)=[O:18])=[CH:15][C:16]=3[C:8]=2[CH2:7]1)([CH3:5])[CH3:4].Br[CH2:29][C:30]1[CH:35]=[CH:34][CH:33]=[CH:32][CH:31]=1. Given the product [CH2:29]([N:10]1[C:11]2[CH:12]=[CH:13][C:14]([C:17]([N:19]3[CH2:24][CH2:23][CH:22]([CH3:25])[CH2:21][CH2:20]3)=[O:18])=[CH:15][C:16]=2[C:8]2[CH2:7][N:6]([CH:3]([CH3:5])[CH3:4])[CH2:27][CH2:26][C:9]1=2)[C:30]1[CH:35]=[CH:34][CH:33]=[CH:32][CH:31]=1, predict the reactants needed to synthesize it. (5) Given the product [C@@H:33]12[CH2:34][C@@H:35]1[CH2:36][C@@H:37]([C:38]([O:40][CH2:11][C:12]([C:14]1[CH:23]=[N:22][C:21]3[C:16](=[CH:17][CH:18]=[C:19]([Br:24])[CH:20]=3)[N:15]=1)=[O:13])=[O:39])[N:32]2[C:30]([O:29][C:25]([CH3:28])([CH3:27])[CH3:26])=[O:31], predict the reactants needed to synthesize it. The reactants are: CCN(C(C)C)C(C)C.Br[CH2:11][C:12]([C:14]1[CH:23]=[N:22][C:21]2[C:16](=[CH:17][CH:18]=[C:19]([Br:24])[CH:20]=2)[N:15]=1)=[O:13].[C:25]([O:29][C:30]([N:32]1[C@H:37]([C:38]([OH:40])=[O:39])[CH2:36][C@@H:35]2[C@H:33]1[CH2:34]2)=[O:31])([CH3:28])([CH3:27])[CH3:26]. (6) The reactants are: [NH2:1][C:2]1[C:3]([NH:13][C@@H:14]2[CH2:18][C@H:17]([O:19][CH2:20][CH2:21][OH:22])[C@@H:16]([OH:23])[C@H:15]2[OH:24])=[N:4][C:5]([S:9][CH2:10][CH2:11][CH3:12])=[N:6][C:7]=1[Cl:8].[N:25](OCCC(C)C)=O. Given the product [Cl:8][C:7]1[C:2]2[N:1]=[N:25][N:13]([C@@H:14]3[CH2:18][C@H:17]([O:19][CH2:20][CH2:21][OH:22])[C@@H:16]([OH:23])[C@H:15]3[OH:24])[C:3]=2[N:4]=[C:5]([S:9][CH2:10][CH2:11][CH3:12])[N:6]=1, predict the reactants needed to synthesize it. (7) Given the product [C:15]([O:19][C:20](=[O:27])[NH:21][C:22]([CH3:26])([CH3:25])[CH2:23][NH:32][C:31]1[CH:33]=[CH:34][CH:35]=[C:29]([F:28])[C:30]=1[CH3:36])([CH3:18])([CH3:17])[CH3:16], predict the reactants needed to synthesize it. The reactants are: C(O[BH-](OC(=O)C)OC(=O)C)(=O)C.[Na+].[C:15]([O:19][C:20](=[O:27])[NH:21][C:22]([CH3:26])([CH3:25])[CH:23]=O)([CH3:18])([CH3:17])[CH3:16].[F:28][C:29]1[C:30]([CH3:36])=[C:31]([CH:33]=[CH:34][CH:35]=1)[NH2:32].C(O)(=O)C.C(=O)(O)[O-].[Na+]. (8) Given the product [CH3:1][O:2][CH2:3][CH2:4][O:5][C:6]1[C:7]([NH2:13])=[N:8][CH:9]=[C:10]([B:14]2[O:18][C:17]([CH3:20])([CH3:19])[C:16]([CH3:22])([CH3:21])[O:15]2)[N:11]=1, predict the reactants needed to synthesize it. The reactants are: [CH3:1][O:2][CH2:3][CH2:4][O:5][C:6]1[C:7]([NH2:13])=[N:8][CH:9]=[C:10](Br)[N:11]=1.[B:14]1([B:14]2[O:18][C:17]([CH3:20])([CH3:19])[C:16]([CH3:22])([CH3:21])[O:15]2)[O:18][C:17]([CH3:20])([CH3:19])[C:16]([CH3:22])([CH3:21])[O:15]1.C1(P(C2CCCCC2)C2CCCCC2)CCCCC1.CC([O-])=O.[K+]. (9) Given the product [Cl:9][C:6]1[CH:7]=[CH:8][C:3]([O:2][CH3:1])=[C:4]([C:26]2[CH:27]=[C:28]([CH:32]=[CH:33][N:34]=2)[C:29]([OH:31])=[O:30])[CH:5]=1, predict the reactants needed to synthesize it. The reactants are: [CH3:1][O:2][C:3]1[CH:8]=[CH:7][C:6]([Cl:9])=[CH:5][C:4]=1B(O)O.C(C1C=CC(B(O)O)=CC=1)(O)=O.Cl[C:26]1[CH:27]=[C:28]([CH:32]=[CH:33][N:34]=1)[C:29]([OH:31])=[O:30]. (10) Given the product [CH2:22]([S:24]([C:27]1[CH:28]=[C:29]2[C:33](=[CH:34][CH:35]=1)[NH:32][C:31](=[O:36])/[C:30]/2=[CH:20]\[C:12]1[NH:13][C:14]2[CH2:15][CH2:16][CH2:17][CH2:18][C:19]=2[C:11]=1[CH2:10][CH2:9][CH2:8][N:5]1[CH2:4][CH2:3][CH:2]([OH:1])[CH2:7][CH2:6]1)(=[O:25])=[O:26])[CH3:23], predict the reactants needed to synthesize it. The reactants are: [OH:1][CH:2]1[CH2:7][CH2:6][N:5]([CH2:8][CH2:9][CH2:10][C:11]2[C:19]3[CH2:18][CH2:17][CH2:16][CH2:15][C:14]=3[NH:13][C:12]=2[CH:20]=O)[CH2:4][CH2:3]1.[CH2:22]([S:24]([C:27]1[CH:28]=[C:29]2[C:33](=[CH:34][CH:35]=1)[NH:32][C:31](=[O:36])[CH2:30]2)(=[O:26])=[O:25])[CH3:23].